From a dataset of Forward reaction prediction with 1.9M reactions from USPTO patents (1976-2016). Predict the product of the given reaction. (1) Given the reactants [C:1]([O-:10])(=[O:9])[CH2:2][C@:3]([CH2:6][CH2:7]O)([CH3:5])[OH:4].O=C[C@@H]([C@H]([C@H](CO)O)O)O, predict the reaction product. The product is: [CH3:5][C:3]1([OH:4])[CH2:2][C:1](=[O:9])[O:10][CH2:7][CH2:6]1. (2) Given the reactants [C:1]([C:3]1[CH:4]=[CH:5][C:6]([O:13][CH3:14])=[C:7]([CH:12]=1)[C:8]([O:10]C)=[O:9])#[N:2].[OH-].[Na+].Cl, predict the reaction product. The product is: [C:1]([C:3]1[CH:4]=[CH:5][C:6]([O:13][CH3:14])=[C:7]([CH:12]=1)[C:8]([OH:10])=[O:9])#[N:2]. (3) Given the reactants [OH:1][C:2]1[CH:9]=[CH:8][C:7]([I:10])=[CH:6][C:3]=1[C:4]#[N:5].[C:11]([O-])([O-])=O.[K+].[K+].[CH3:17][C:18]#N, predict the reaction product. The product is: [I:10][C:7]1[CH:8]=[CH:9][C:2]([O:1][CH:18]([CH3:17])[CH3:11])=[C:3]([CH:6]=1)[C:4]#[N:5]. (4) Given the reactants [CH3:1][C:2]([Si:5]([C:21]1[CH:26]=[CH:25][CH:24]=[CH:23][CH:22]=1)([C:15]1[CH:20]=[CH:19][CH:18]=[CH:17][CH:16]=1)[O:6][CH2:7][C@@H:8]1[CH2:14][C@@H:13]2[C@@H:11]([CH2:12]2)[CH2:10][NH:9]1)([CH3:4])[CH3:3].[CH3:27][C:28]1[N:33]=[C:32]([C:34](O)=[O:35])[C:31]([C:37]2[N:42]=[CH:41][CH:40]=[CH:39][N:38]=2)=[CH:30][CH:29]=1.CCN(C(C)C)C(C)C.CN(C(ON1N=NC2C=CC=CC1=2)=[N+](C)C)C.[B-](F)(F)(F)F, predict the reaction product. The product is: [CH3:4][C:2]([Si:5]([C:21]1[CH:26]=[CH:25][CH:24]=[CH:23][CH:22]=1)([C:15]1[CH:16]=[CH:17][CH:18]=[CH:19][CH:20]=1)[O:6][CH2:7][C@@H:8]1[CH2:14][C@@H:13]2[C@@H:11]([CH2:12]2)[CH2:10][N:9]1[C:34]([C:32]1[C:31]([C:37]2[N:42]=[CH:41][CH:40]=[CH:39][N:38]=2)=[CH:30][CH:29]=[C:28]([CH3:27])[N:33]=1)=[O:35])([CH3:1])[CH3:3].